From a dataset of Catalyst prediction with 721,799 reactions and 888 catalyst types from USPTO. Predict which catalyst facilitates the given reaction. (1) Reactant: [C:1]([O:5][C:6](=[O:18])[NH:7][C:8]([C:11]1[CH:16]=[CH:15][CH:14]=[C:13](Br)[N:12]=1)([CH3:10])[CH3:9])([CH3:4])([CH3:3])[CH3:2].[CH:19]1(B(O)O)[CH2:21][CH2:20]1.P([O-])([O-])([O-])=O.[K+].[K+].[K+].C1(P(C2CCCCC2)C2CCCCC2)CCCCC1.C(P(C(C)(C)C)C(C)(C)C)(C)(C)C. Product: [C:1]([O:5][C:6](=[O:18])[NH:7][C:8]([C:11]1[CH:16]=[CH:15][CH:14]=[C:13]([CH:19]2[CH2:21][CH2:20]2)[N:12]=1)([CH3:10])[CH3:9])([CH3:4])([CH3:3])[CH3:2]. The catalyst class is: 706. (2) Reactant: [NH2:1][C:2]1[CH:7]=[CH:6][CH:5]=[CH:4][CH:3]=1.C(=O)(O)[O-].[Na+].[C:13]1([CH3:23])[CH:18]=[CH:17][C:16]([S:19](Cl)(=[O:21])=[O:20])=[CH:15][CH:14]=1. Product: [CH3:23][C:13]1[CH:18]=[CH:17][C:16]([S:19]([NH:1][C:2]2[CH:7]=[CH:6][CH:5]=[CH:4][CH:3]=2)(=[O:21])=[O:20])=[CH:15][CH:14]=1. The catalyst class is: 6.